Dataset: Forward reaction prediction with 1.9M reactions from USPTO patents (1976-2016). Task: Predict the product of the given reaction. (1) Given the reactants C[C@@:2]12[C@H:11]3CC[C@:14]4(C)C(=[O:19])[C@H](F)[CH2:16][C@H:15]4[C@@H:10]3[CH2:9][CH:8]=[C:7]1[CH2:6]CCC2.C(Cl)(OC(F)F)C(F)(F)F.CN[C:34]1(C2C=CC=CC=2Cl)[C:39](=O)CCC[CH2:35]1.CC1C=CC=C(C)C=1NC1SCCCN=1.C[C@@:64]12[C@H:73]3[CH2:74][CH2:75][C@:76]4([CH3:83])[C:80](=[O:81])[C@H:79](F)[CH2:78][C@H:77]4[C@@H:72]3[CH2:71][CH:70]=[C:69]1CCCC2.C(O)C, predict the reaction product. The product is: [CH3:6][C:7]1[CH2:2][CH2:11][C@@H:10]([C:15]([CH3:16])=[CH2:14])[CH2:9][CH:8]=1.[C:80]([O:81][CH:34]([CH3:39])[CH3:35])(=[O:19])[CH2:79][CH2:78][CH2:77][CH2:72][CH2:71][CH2:70][CH2:69][CH2:64][CH2:73][CH2:74][CH2:75][CH2:76][CH3:83]. (2) Given the reactants [CH3:1][C:2]([CH3:15])([CH3:14])[CH2:3][N:4]1[C:8]2[CH:9]=[CH:10][C:11]([NH2:13])=[CH:12][C:7]=2[N:6]=[N:5]1.[Br-:16].[Br-].[Br-].[NH+]1C=CC=CC=1.[NH+]1C=CC=CC=1.[NH+]1C=CC=CC=1, predict the reaction product. The product is: [Br:16][C:12]1[C:7]2[N:6]=[N:5][N:4]([CH2:3][C:2]([CH3:15])([CH3:14])[CH3:1])[C:8]=2[CH:9]=[CH:10][C:11]=1[NH2:13]. (3) Given the reactants [Br:1][C:2]1[CH:11]=[CH:10][C:5]([C:6]([O:8][CH3:9])=[O:7])=[C:4]([CH3:12])[C:3]=1[OH:13].IC.[C:16](=O)([O-])[O-].[K+].[K+].CC(C)=O, predict the reaction product. The product is: [Br:1][C:2]1[CH:11]=[CH:10][C:5]([C:6]([O:8][CH3:9])=[O:7])=[C:4]([CH3:12])[C:3]=1[O:13][CH3:16]. (4) The product is: [Cl:2][C:3]1[N:8]=[CH:7][C:6]([C:9]2[NH:10][C:21](=[O:22])[C:20]([CH:19]([NH:18][C:15](=[O:17])[CH3:16])[CH3:27])=[N:13][N:11]=2)=[CH:5][CH:4]=1. Given the reactants Cl.[Cl:2][C:3]1[N:8]=[CH:7][C:6]([C:9](=[NH:11])[NH2:10])=[CH:5][CH:4]=1.O.[NH2:13]N.[C:15]([NH:18][CH:19]([CH3:27])[C:20](=O)[C:21](OCC)=[O:22])(=[O:17])[CH3:16], predict the reaction product. (5) Given the reactants [CH2:1]([C:4]1[CH:9]=[CH:8][CH:7]=[C:6]([CH2:10][CH:11]=[CH2:12])[C:5]=1[OH:13])[CH:2]=[CH2:3].[OH-].[Na+].[P:16](Cl)([O:21][CH2:22][CH3:23])([O:18][CH2:19][CH3:20])=[O:17], predict the reaction product. The product is: [P:16]([O:21][CH2:22][CH3:23])([O:18][CH2:19][CH3:20])([O:13][C:5]1[C:4]([CH2:1][CH:2]=[CH2:3])=[CH:9][CH:8]=[CH:7][C:6]=1[CH2:10][CH:11]=[CH2:12])=[O:17]. (6) Given the reactants [NH2:1][CH:2]1[CH2:7][CH2:6][N:5]([C:8]([O:10][C:11]([CH3:14])([CH3:13])[CH3:12])=[O:9])[CH2:4][CH2:3]1.[Br:15][C:16]1[CH:17]=[C:18]([N+:23]([O-:25])=[O:24])[C:19](Cl)=[N:20][CH:21]=1.CCN(C(C)C)C(C)C.O, predict the reaction product. The product is: [Br:15][C:16]1[CH:17]=[C:18]([N+:23]([O-:25])=[O:24])[C:19]([NH:1][CH:2]2[CH2:3][CH2:4][N:5]([C:8]([O:10][C:11]([CH3:14])([CH3:13])[CH3:12])=[O:9])[CH2:6][CH2:7]2)=[N:20][CH:21]=1. (7) Given the reactants [C:1]([Si:3]([CH3:6])([CH3:5])[CH3:4])#[CH:2].I[C:8]1[CH:9]=[C:10]([CH:16]=[CH:17][CH:18]=1)[C:11]([O:13][CH2:14][CH3:15])=[O:12], predict the reaction product. The product is: [CH3:4][Si:3]([C:1]#[C:2][C:8]1[CH:9]=[C:10]([CH:16]=[CH:17][CH:18]=1)[C:11]([O:13][CH2:14][CH3:15])=[O:12])([CH3:6])[CH3:5]. (8) Given the reactants [ClH:1].Cl.[NH2:3][CH:4]1[CH2:9][CH2:8][N:7]([CH2:10][CH2:11][N:12]2[C:17]3[CH:18]=[C:19]([O:22][CH3:23])[CH:20]=[CH:21][C:16]=3[N:15]=[N:14][C:13]2=[O:24])[CH2:6][CH2:5]1.C(N(CC)CC)C.[O:32]1[C:41]2[CH:40]=[C:39]([CH:42]=O)[N:38]=[CH:37][C:36]=2[O:35][CH2:34][CH2:33]1.[BH-](OC(C)=O)(OC(C)=O)OC(C)=O.[Na+].C([O-])(O)=O.[Na+], predict the reaction product. The product is: [ClH:1].[O:32]1[C:41]2[CH:40]=[C:39]([CH2:42][NH:3][CH:4]3[CH2:9][CH2:8][N:7]([CH2:10][CH2:11][N:12]4[C:17]5[CH:18]=[C:19]([O:22][CH3:23])[CH:20]=[CH:21][C:16]=5[N:15]=[N:14][C:13]4=[O:24])[CH2:6][CH2:5]3)[N:38]=[CH:37][C:36]=2[O:35][CH2:34][CH2:33]1.